Dataset: Reaction yield outcomes from USPTO patents with 853,638 reactions. Task: Predict the reaction yield, written as a fraction of the theoretical maximum amount of product (1.0 means a 100% yield; for example, 0.34 means a 34% yield). (1) The reactants are C(OC(=O)[NH:7][C:8]([C:10]1[S:11][C:12]([S:32][CH3:33])=[C:13]([S:15]([C:18]2[CH:19]=[C:20]([C:24]3[CH:29]=[CH:28][C:27]([NH2:30])=[CH:26][C:25]=3[CH3:31])[CH:21]=[CH:22][CH:23]=2)(=[O:17])=[O:16])[CH:14]=1)=[NH:9])(C)(C)C.C(=O)([O-])[O-].[Cs+].[Cs+].C([O:43][P:44]([CH2:49]OS(C(F)(F)F)(=O)=O)([O:46]CC)=[O:45])C. The catalyst is CN(C)C(=O)C. The product is [C:8]([C:10]1[S:11][C:12]([S:32][CH3:33])=[C:13]([S:15]([C:18]2[CH:19]=[C:20]([C:24]3[CH:29]=[CH:28][C:27]([NH:30][CH2:49][P:44](=[O:43])([OH:46])[OH:45])=[CH:26][C:25]=3[CH3:31])[CH:21]=[CH:22][CH:23]=2)(=[O:16])=[O:17])[CH:14]=1)(=[NH:9])[NH2:7]. The yield is 0.980. (2) The reactants are [CH2:1]([Mg]Cl)[C:2]1[CH:7]=[CH:6][CH:5]=[CH:4][CH:3]=1.[O:10]=[C:11]1[CH2:16][CH2:15][N:14]([C:17]2[CH:24]=[CH:23][C:20]([C:21]#[N:22])=[CH:19][CH:18]=2)[CH2:13][CH2:12]1. The catalyst is C1COCC1. The product is [CH2:1]([C:11]1([OH:10])[CH2:12][CH2:13][N:14]([C:17]2[CH:24]=[CH:23][C:20]([C:21]#[N:22])=[CH:19][CH:18]=2)[CH2:15][CH2:16]1)[C:2]1[CH:7]=[CH:6][CH:5]=[CH:4][CH:3]=1. The yield is 0.200. (3) The reactants are [O:1]=[C:2]1[NH:6][C:5](=O)/[C:4](=[CH:8]/[C:9]2[CH:27]=[CH:26][C:12]([O:13][C:14]3[CH:21]=[CH:20][C:17]([C:18]#[N:19])=[CH:16][C:15]=3[C:22]([F:25])([F:24])[F:23])=[C:11]([O:28][CH3:29])[CH:10]=2)/[S:3]1.COC1C=CC(P2(SP(C3C=CC(OC)=CC=3)(=S)S2)=[S:39])=CC=1. The catalyst is C1(C)C=CC=CC=1. The product is [CH3:29][O:28][C:11]1[CH:10]=[C:9](/[CH:8]=[C:4]2/[C:5](=[S:39])[NH:6][C:2](=[O:1])[S:3]/2)[CH:27]=[CH:26][C:12]=1[O:13][C:14]1[CH:21]=[CH:20][C:17]([C:18]#[N:19])=[CH:16][C:15]=1[C:22]([F:24])([F:25])[F:23]. The yield is 0.462. (4) The reactants are [O:1]=[C:2]1[CH:6]=[C:5]([C@@H:7]2[CH2:12][CH2:11][N:10](C(OC)=O)[C@@H:9]([CH2:17][C:18]3[CH:23]=[CH:22][CH:21]=[CH:20][C:19]=3[C:24]([F:27])([F:26])[F:25])[CH2:8]2)[O:4][NH:3]1.C(O)(=O)C. The yield is 0.400. The catalyst is Br. The product is [F:27][C:24]([F:25])([F:26])[C:19]1[CH:20]=[CH:21][CH:22]=[CH:23][C:18]=1[CH2:17][C@H:9]1[CH2:8][C@H:7]([C:5]2[O:4][NH:3][C:2](=[O:1])[CH:6]=2)[CH2:12][CH2:11][NH:10]1. (5) The reactants are [CH2:1]([C:8]1[C:9]([CH:19]=[O:20])=[N:10][C:11]2[C:16]([CH:17]=1)=[CH:15][CH:14]=[C:13]([Cl:18])[CH:12]=2)[C:2]1[CH:7]=[CH:6][CH:5]=[CH:4][CH:3]=1.[CH:21]([Mg]Cl)([CH3:23])[CH3:22]. The yield is 0.300. The catalyst is C(Cl)Cl. The product is [CH2:1]([C:8]1[C:9]([CH:19]([OH:20])[CH:21]([CH3:23])[CH3:22])=[N:10][C:11]2[C:16]([CH:17]=1)=[CH:15][CH:14]=[C:13]([Cl:18])[CH:12]=2)[C:2]1[CH:3]=[CH:4][CH:5]=[CH:6][CH:7]=1. (6) The reactants are [C:1]([OH:11])(=[O:10])[C@@H:2]([C:4]1[CH:9]=[CH:8][CH:7]=[CH:6][CH:5]=1)[OH:3].O1[B:17]([C@@H:18]([NH:23][C:24](=[O:42])[C@@H:25]([NH:33][C:34]([C:36]2[CH:41]=[N:40][CH:39]=[CH:38][N:37]=2)=[O:35])[CH2:26][C:27]2[CH:32]=[CH:31][CH:30]=[CH:29][CH:28]=2)[CH2:19][CH:20]([CH3:22])[CH3:21])O[B:17]([C@@H:18]([NH:23][C:24](=[O:42])[C@@H:25]([NH:33][C:34]([C:36]2[CH:41]=[N:40][CH:39]=[CH:38][N:37]=2)=[O:35])[CH2:26][C:27]2[CH:32]=[CH:31][CH:30]=[CH:29][CH:28]=2)[CH2:19][CH:20]([CH3:22])[CH3:21])O[B:17]1[C@@H:18]([NH:23][C:24](=[O:42])[C@@H:25]([NH:33][C:34]([C:36]1[CH:41]=[N:40][CH:39]=[CH:38][N:37]=1)=[O:35])[CH2:26][C:27]1[CH:32]=[CH:31][CH:30]=[CH:29][CH:28]=1)[CH2:19][CH:20]([CH3:22])[CH3:21]. The catalyst is CCOC(C)=O. The product is [CH2:26]([C@H:25]([NH:33][C:34]([C:36]1[CH:41]=[N:40][CH:39]=[CH:38][N:37]=1)=[O:35])[C:24]([NH:23][C@H:18]([B:17]1[O:10][C:1](=[O:11])[C@@H:2]([C:4]2[CH:9]=[CH:8][CH:7]=[CH:6][CH:5]=2)[O:3]1)[CH2:19][CH:20]([CH3:22])[CH3:21])=[O:42])[C:27]1[CH:32]=[CH:31][CH:30]=[CH:29][CH:28]=1. The yield is 0.800.